Dataset: Full USPTO retrosynthesis dataset with 1.9M reactions from patents (1976-2016). Task: Predict the reactants needed to synthesize the given product. (1) The reactants are: [C:1]([C:5]1[CH:13]=[CH:12][C:8]([C:9]([NH2:11])=[NH:10])=[CH:7][CH:6]=1)([CH3:4])([CH3:3])[CH3:2].C(=O)(O)[O-].[K+].Cl[CH2:20][C:21](=O)[CH3:22]. Given the product [C:1]([C:5]1[CH:6]=[CH:7][C:8]([C:9]2[NH:10][C:21]([CH3:22])=[CH:20][N:11]=2)=[CH:12][CH:13]=1)([CH3:4])([CH3:2])[CH3:3], predict the reactants needed to synthesize it. (2) Given the product [Cl:1][C:2]1[CH:3]=[C:4]([CH2:8][N:9]2[C:13](=[S:14])[NH:12][C:11]([C:15]3[CH:23]=[CH:22][C:18]([C:19]([NH:28][S:25]([CH3:24])(=[O:27])=[O:26])=[O:20])=[CH:17][CH:16]=3)=[N:10]2)[CH:5]=[CH:6][CH:7]=1, predict the reactants needed to synthesize it. The reactants are: [Cl:1][C:2]1[CH:3]=[C:4]([CH2:8][N:9]2[C:13](=[S:14])[NH:12][C:11]([C:15]3[CH:23]=[CH:22][C:18]([C:19](O)=[O:20])=[CH:17][CH:16]=3)=[N:10]2)[CH:5]=[CH:6][CH:7]=1.[CH3:24][S:25]([NH2:28])(=[O:27])=[O:26].Cl.CN(C)CCCN=C=NCC.